This data is from Forward reaction prediction with 1.9M reactions from USPTO patents (1976-2016). The task is: Predict the product of the given reaction. (1) Given the reactants [C:1]([C:4]1[CH:13]=[CH:12][C:11]2[C:6](=[CH:7][CH:8]=[CH:9][CH:10]=2)[C:5]=1B1OC(C)(C)C(C)(C)O1)(=[O:3])[CH3:2].[Br:23][C:24]1[CH:29]=[CH:28][CH:27]=[CH:26][C:25]=1I.C(=O)([O-])[O-].[Na+].[Na+], predict the reaction product. The product is: [C:1]([C:4]1[CH:13]=[CH:12][C:11]2[C:6](=[CH:7][CH:8]=[CH:9][CH:10]=2)[C:5]=1[C:25]1[CH:26]=[CH:27][CH:28]=[CH:29][C:24]=1[Br:23])(=[O:3])[CH3:2]. (2) Given the reactants [O:1]=[C:2]1[CH2:6][CH2:5][CH2:4][CH:3]1[C:7]([O:9][CH2:10][CH3:11])=[O:8].[C:12](=O)([O-])[O-].[K+].[K+].CI, predict the reaction product. The product is: [CH3:12][C:3]1([C:7]([O:9][CH2:10][CH3:11])=[O:8])[CH2:4][CH2:5][CH2:6][C:2]1=[O:1]. (3) Given the reactants [Cl:1][C:2]1[CH:7]=[CH:6][C:5]([C:8]2[S:9][CH:10]=[C:11]([C:13]3([CH2:20][NH2:21])[CH2:18][CH2:17][N:16]([CH3:19])[CH2:15][CH2:14]3)[N:12]=2)=[CH:4][CH:3]=1.[F:22][C:23]([F:41])([F:40])[C:24]([C:26]1[S:30][C:29]([C:31]2[CH:32]=[C:33]([CH:37]=[CH:38][CH:39]=2)[C:34](O)=[O:35])=[CH:28][CH:27]=1)=[O:25], predict the reaction product. The product is: [Cl:1][C:2]1[CH:7]=[CH:6][C:5]([C:8]2[S:9][CH:10]=[C:11]([C:13]3([CH2:20][NH:21][C:34](=[O:35])[C:33]4[CH:37]=[CH:38][CH:39]=[C:31]([C:29]5[S:30][C:26]([C:24](=[O:25])[C:23]([F:22])([F:40])[F:41])=[CH:27][CH:28]=5)[CH:32]=4)[CH2:14][CH2:15][N:16]([CH3:19])[CH2:17][CH2:18]3)[N:12]=2)=[CH:4][CH:3]=1. (4) Given the reactants [CH3:1][NH:2][C:3]1[N:8]=[C:7]([N:9]2[CH2:14][CH2:13][N:12]([CH3:15])[CH2:11][CH2:10]2)[N:6]=[C:5]([N:16]2[CH2:21][CH2:20][CH:19]([C:22]([OH:24])=O)[CH2:18][CH2:17]2)[N:4]=1.[Cl:25][C:26]1[CH:31]=[C:30]([Cl:32])[CH:29]=[CH:28][C:27]=1[CH2:33][NH2:34].C(N(C(C)C)CC)(C)C.F[P-](F)(F)(F)(F)F.N1(O[P+](N(C)C)(N(C)C)N(C)C)C2C=CC=CC=2N=N1, predict the reaction product. The product is: [Cl:25][C:26]1[CH:31]=[C:30]([Cl:32])[CH:29]=[CH:28][C:27]=1[CH2:33][NH:34][C:22]([CH:19]1[CH2:20][CH2:21][N:16]([C:5]2[N:4]=[C:3]([NH:2][CH3:1])[N:8]=[C:7]([N:9]3[CH2:14][CH2:13][N:12]([CH3:15])[CH2:11][CH2:10]3)[N:6]=2)[CH2:17][CH2:18]1)=[O:24]. (5) The product is: [O:28]=[C:9]1[C:10]2([C:20]3=[CH:21][C:22]4[O:26][CH2:25][O:24][C:23]=4[CH:27]=[C:19]3[O:18][CH2:17]2)[C:11]2[C:16](=[CH:15][CH:14]=[CH:13][CH:12]=2)[N:8]1[CH2:7][C:5]1[S:6][C:2]([C:29]#[N:30])=[CH:3][CH:4]=1. Given the reactants Br[C:2]1[S:6][C:5]([CH2:7][N:8]2[C:16]3[C:11](=[CH:12][CH:13]=[CH:14][CH:15]=3)[C:10]3([C:20]4=[CH:21][C:22]5[O:26][CH2:25][O:24][C:23]=5[CH:27]=[C:19]4[O:18][CH2:17]3)[C:9]2=[O:28])=[CH:4][CH:3]=1.[CH3:29][N:30](C)C=O, predict the reaction product. (6) Given the reactants Br[C:2]1[C:3](=[O:14])[O:4][C:5]2[C:10]([C:11]=1[CH3:12])=[CH:9][CH:8]=[C:7]([OH:13])[CH:6]=2.Cl.[CH3:16][N:17]1[CH2:22][CH2:21][N:20]([C:23]([C:25]2[CH:30]=[CH:29][C:28](B(O)O)=[CH:27][CH:26]=2)=[O:24])[CH2:19][CH2:18]1.C(OC(O)C)C, predict the reaction product. The product is: [OH:13][C:7]1[CH:6]=[C:5]2[C:10]([C:11]([CH3:12])=[C:2]([C:28]3[CH:27]=[CH:26][C:25]([C:23]([N:20]4[CH2:21][CH2:22][N:17]([CH3:16])[CH2:18][CH2:19]4)=[O:24])=[CH:30][CH:29]=3)[C:3](=[O:14])[O:4]2)=[CH:9][CH:8]=1. (7) Given the reactants Br[C:2]1[CH:3]=[CH:4][C:5]([O:17][CH2:18][C:19]2[CH:24]=[CH:23][C:22]([F:25])=[CH:21][CH:20]=2)=[C:6]([CH:16]=1)[C:7]([NH:9][C:10]1[CH:11]=[N:12][CH:13]=[CH:14][CH:15]=1)=[O:8].[N:26]1[CH:31]=[CH:30][C:29](B(O)O)=[CH:28][CH:27]=1.C(=O)([O-])[O-].[Na+].[Na+].B(O)O, predict the reaction product. The product is: [F:25][C:22]1[CH:23]=[CH:24][C:19]([CH2:18][O:17][C:5]2[CH:4]=[CH:3][C:2]([C:29]3[CH:30]=[CH:31][N:26]=[CH:27][CH:28]=3)=[CH:16][C:6]=2[C:7]([NH:9][C:10]2[CH:11]=[N:12][CH:13]=[CH:14][CH:15]=2)=[O:8])=[CH:20][CH:21]=1.